Dataset: Forward reaction prediction with 1.9M reactions from USPTO patents (1976-2016). Task: Predict the product of the given reaction. Given the reactants CC1(C)C(C)(C)OB([C:9]2[CH:14]=[CH:13][C:12]([CH:15]3[CH2:17][CH:16]3[C:18]([O:20]CC)=[O:19])=[CH:11][CH:10]=2)O1.Br[C:25]1[CH:26]=[C:27]([N:31]2[C:40]3[C:35](=[CH:36][CH:37]=[CH:38][N:39]=3)[C:34](=[O:41])[C:33]([C:42]([N:44]3[CH2:49][CH2:48][O:47][CH2:46][CH2:45]3)=[O:43])=[CH:32]2)[CH:28]=[CH:29][CH:30]=1.C([O-])([O-])=O.[Na+].[Na+], predict the reaction product. The product is: [N:44]1([C:42]([C:33]2[C:34](=[O:41])[C:35]3[C:40](=[N:39][CH:38]=[CH:37][CH:36]=3)[N:31]([C:27]3[CH:26]=[C:25]([C:9]4[CH:10]=[CH:11][C:12]([C@@H:15]5[CH2:17][C@H:16]5[C:18]([OH:20])=[O:19])=[CH:13][CH:14]=4)[CH:30]=[CH:29][CH:28]=3)[CH:32]=2)=[O:43])[CH2:45][CH2:46][O:47][CH2:48][CH2:49]1.